Regression. Given a peptide amino acid sequence and an MHC pseudo amino acid sequence, predict their binding affinity value. This is MHC class II binding data. From a dataset of Peptide-MHC class II binding affinity with 134,281 pairs from IEDB. (1) The peptide sequence is RGGMVAPLYGVEGTK. The MHC is DRB4_0103 with pseudo-sequence DRB4_0103. The binding affinity (normalized) is 0. (2) The peptide sequence is SKAYANMWSLMYFHK. The MHC is HLA-DQA10303-DQB10402 with pseudo-sequence HLA-DQA10303-DQB10402. The binding affinity (normalized) is 0.267. (3) The peptide sequence is FDSFVASLTEALRVI. The MHC is DRB1_0405 with pseudo-sequence DRB1_0405. The binding affinity (normalized) is 0.597. (4) The peptide sequence is VTANRAELKALIASN. The MHC is DRB4_0101 with pseudo-sequence DRB4_0103. The binding affinity (normalized) is 0.386. (5) The peptide sequence is THMWFSRAVAQSILA. The MHC is DRB1_1201 with pseudo-sequence DRB1_1201. The binding affinity (normalized) is 0.314.